This data is from Full USPTO retrosynthesis dataset with 1.9M reactions from patents (1976-2016). The task is: Predict the reactants needed to synthesize the given product. (1) Given the product [C:18]([O:22][C:23](=[O:24])[C:3]1[C:2]([Br:1])=[CH:7][N:6]=[C:5]([Cl:8])[C:4]=1[F:9])([CH3:21])([CH3:20])[CH3:19], predict the reactants needed to synthesize it. The reactants are: [Br:1][C:2]1[CH:3]=[C:4]([F:9])[C:5]([Cl:8])=[N:6][CH:7]=1.[Li+].CC([N-]C(C)C)C.[C:18]([O:22][C:23](O[C:23]([O:22][C:18]([CH3:21])([CH3:20])[CH3:19])=[O:24])=[O:24])([CH3:21])([CH3:20])[CH3:19]. (2) Given the product [Cl:17][C:5]1[C:4]2[C:9](=[CH:10][CH:11]=[C:2]([CH3:1])[N:3]=2)[N:8]=[CH:7][C:6]=1[C:12]#[N:13], predict the reactants needed to synthesize it. The reactants are: [CH3:1][C:2]1[N:3]=[C:4]2[C:9](=[CH:10][CH:11]=1)[NH:8][CH:7]=[C:6]([C:12]#[N:13])[C:5]2=O.O=P(Cl)(Cl)[Cl:17]. (3) Given the product [O:19]([CH2:26][C:27]([NH:29][C:30]1[NH:31][C:32](=[O:70])[C:33]2[N:34]=[CH:35][N:36]([C:68]=2[N:69]=1)[C@@H:37]1[O:67][C@H:41]([CH2:42][O:43][C:44]([C:61]2[CH:66]=[CH:65][CH:64]=[CH:63][CH:62]=2)([C:45]2[CH:50]=[CH:49][C:48]([O:51][CH3:52])=[CH:47][CH:46]=2)[C:53]2[CH:54]=[CH:55][C:56]([O:59][CH3:60])=[CH:57][CH:58]=2)[C@@H:39]([O:40][P:8]([N:12]([CH:13]([CH3:14])[CH3:15])[CH:16]([CH3:17])[CH3:18])([O:9][CH2:91][CH2:90][O:89][CH2:88][CH2:87][O:86][C@@H:85]2[O:93][C@H:94]([CH2:105][O:106][C:107](=[O:109])[CH3:108])[C@H:95]([O:101][C:102](=[O:104])[CH3:103])[C@H:96]([O:97][C:98](=[O:100])[CH3:99])[C@H:84]2[O:83][C:80](=[O:82])[CH3:81])=[O:10])[CH2:38]1)=[O:28])[C:20]1[CH:21]=[CH:22][CH:23]=[CH:24][CH:25]=1, predict the reactants needed to synthesize it. The reactants are: C(N([P:8]([N:12]([CH:16]([CH3:18])[CH3:17])[CH:13]([CH3:15])[CH3:14])(Cl)([O-:10])[O-:9])C(C)C)(C)C.[O:19]([CH2:26][C:27]([NH:29][C:30]1[NH:31][C:32](=[O:70])[C:33]2[N:34]=[CH:35][N:36]([C:68]=2[N:69]=1)[C@@H:37]1[O:67][C@H:41]([CH2:42][O:43][C:44]([C:61]2[CH:66]=[CH:65][CH:64]=[CH:63][CH:62]=2)([C:53]2[CH:58]=[CH:57][C:56]([O:59][CH3:60])=[CH:55][CH:54]=2)[C:45]2[CH:50]=[CH:49][C:48]([O:51][CH3:52])=[CH:47][CH:46]=2)[C@@H:39]([OH:40])[CH2:38]1)=[O:28])[C:20]1[CH:25]=[CH:24][CH:23]=[CH:22][CH:21]=1.C(N(C(C)C)C(C)C)C.[C:80]([O:83][C@@H:84]1[C@@H:96]([O:97][C:98](=[O:100])[CH3:99])[C@@H:95]([O:101][C:102](=[O:104])[CH3:103])[C@@H:94]([CH2:105][O:106][C:107](=[O:109])[CH3:108])[O:93][C@H:85]1[O:86][CH2:87][CH2:88][O:89][CH2:90][CH2:91]O)(=[O:82])[CH3:81].N1C=NN=N1.O(CC(NC1NC(=O)C2N=CN(C=2N=1)[C@@H]1O[C@H](COC(C2C=CC=CC=2)(C2C=CC(OC)=CC=2)C2C=CC(OC)=CC=2)[C@@H](OP(N(C(C)C)C(C)C)(OCCOCCO[C@@H]2O[C@H](COC(=O)C)[C@@H](OC(=O)C)[C@H](OC(=O)C)[C@H]2OC(=O)C)=O)C1)=O)C1C=CC=CC=1. (4) Given the product [CH:1]1([N:2]2[C:7](=[O:8])[CH:6]=[CH:5][C:4]([C:10]3[CH:11]=[CH:12][C:13]([C@@H:16]([N:18]4[CH2:23][CH2:22][C@:21]([CH2:30][C:31]([OH:34])([CH3:32])[CH3:33])([C:24]5[CH:25]=[CH:26][CH:27]=[CH:28][CH:29]=5)[O:20][C:19]4=[O:35])[CH3:17])=[CH:14][CH:15]=3)=[N:3]2)[CH2:38][CH2:37]1, predict the reactants needed to synthesize it. The reactants are: [CH3:1][N:2]1[C:7](=[O:8])[C:6](C)=[CH:5][C:4]([C:10]2[CH:15]=[CH:14][C:13]([C@@H:16]([N:18]3[CH2:23][CH2:22][C@:21]([CH2:30][C:31]([OH:34])([CH3:33])[CH3:32])([C:24]4[CH:29]=[CH:28][CH:27]=[CH:26][CH:25]=4)[O:20][C:19]3=[O:35])[CH3:17])=[CH:12][CH:11]=2)=[N:3]1.Cl[C:37]1[CH:38]=CC(=O)N(C2CC2)N=1. (5) Given the product [Cl:12][C:10]1[CH:9]=[C:4]([C:5]([O:7][CH3:8])=[O:6])[C:3]2[O:13][C:15]([CH3:16])=[CH:14][C:2]=2[CH:11]=1, predict the reactants needed to synthesize it. The reactants are: Br[C:2]1[C:3]([OH:13])=[C:4]([CH:9]=[C:10]([Cl:12])[CH:11]=1)[C:5]([O:7][CH3:8])=[O:6].[CH:14]#[C:15][CH3:16].